From a dataset of Forward reaction prediction with 1.9M reactions from USPTO patents (1976-2016). Predict the product of the given reaction. (1) The product is: [Cl:1][C:2]1[C:7]([N+:15]([O-:17])=[O:16])=[CH:6][C:5]([O:8][S:9]([CH:12]=[CH2:13])(=[O:11])=[O:10])=[C:4]([CH3:14])[CH:3]=1. Given the reactants [Cl:1][C:2]1[CH:7]=[CH:6][C:5]([O:8][S:9]([CH:12]=[CH2:13])(=[O:11])=[O:10])=[C:4]([CH3:14])[CH:3]=1.[N+:15]([O-])([OH:17])=[O:16], predict the reaction product. (2) Given the reactants Cl[C:2]1[N:7]=[C:6]([N:8]2[CH2:13][CH2:12][CH2:11][C@@H:10]([NH:14][C:15](=[O:21])[O:16][C:17]([CH3:20])([CH3:19])[CH3:18])[CH2:9]2)[CH:5]=[N:4][C:3]=1[C:22]#[N:23].[CH3:24][N:25]1[CH2:30][CH2:29][CH:28]([C:31]2[CH:37]=[CH:36][C:34]([NH2:35])=[CH:33][CH:32]=2)[CH2:27][CH2:26]1.C(=O)([O-])[O-].[Cs+].[Cs+].C1C=CC(P(C2C(C3C(P(C4C=CC=CC=4)C4C=CC=CC=4)=CC=C4C=3C=CC=C4)=C3C(C=CC=C3)=CC=2)C2C=CC=CC=2)=CC=1, predict the reaction product. The product is: [C:22]([C:3]1[N:4]=[CH:5][C:6]([N:8]2[CH2:13][CH2:12][CH2:11][C@@H:10]([NH:14][C:15](=[O:21])[O:16][C:17]([CH3:20])([CH3:19])[CH3:18])[CH2:9]2)=[N:7][C:2]=1[NH:35][C:34]1[CH:36]=[CH:37][C:31]([CH:28]2[CH2:27][CH2:26][N:25]([CH3:24])[CH2:30][CH2:29]2)=[CH:32][CH:33]=1)#[N:23]. (3) Given the reactants [Si]([C:5]#[N:6])(C)(C)C.[S:7]1[CH:11]=[CH:10][N:9]=[C:8]1[CH2:12][CH2:13][CH2:14][C:15]1[N:20]=[CH:19][C:18]([NH2:21])=[CH:17][CH:16]=1.[CH3:22][C:23]([CH3:25])=O, predict the reaction product. The product is: [CH3:22][C:23]([NH:21][C:18]1[CH:19]=[N:20][C:15]([CH2:14][CH2:13][CH2:12][C:8]2[S:7][CH:11]=[CH:10][N:9]=2)=[CH:16][CH:17]=1)([CH3:25])[C:5]#[N:6]. (4) Given the reactants [Cl:1][C:2]1[CH:25]=[CH:24][C:5]([CH2:6][NH:7][C:8]([C:10]2[C:11](=[O:23])[C:12]3[CH:20]=[C:19]([CH2:21]Cl)[S:18][C:13]=3[N:14]([CH2:16][CH3:17])[CH:15]=2)=[O:9])=[CH:4][CH:3]=1.[C:26]1([C@H:32]([OH:35])[CH2:33][OH:34])[CH:31]=[CH:30][CH:29]=[CH:28][CH:27]=1, predict the reaction product. The product is: [Cl:1][C:2]1[CH:25]=[CH:24][C:5]([CH2:6][NH:7][C:8]([C:10]2[C:11](=[O:23])[C:12]3[CH:20]=[C:19]([CH2:21][O:34][CH2:33][C@@H:32]([OH:35])[C:26]4[CH:31]=[CH:30][CH:29]=[CH:28][CH:27]=4)[S:18][C:13]=3[N:14]([CH2:16][CH3:17])[CH:15]=2)=[O:9])=[CH:4][CH:3]=1.